From a dataset of Forward reaction prediction with 1.9M reactions from USPTO patents (1976-2016). Predict the product of the given reaction. (1) Given the reactants C[O:2][C:3](=[O:16])[CH:4]([Cl:15])[CH2:5][C:6]1[CH:11]=[C:10]([Br:12])[C:9]([OH:13])=[C:8]([Br:14])[CH:7]=1.C(=O)([O-])[O-].[K+].[K+].[Br:23][C:24]1[CH:25]=[C:26]([CH:29]=[CH:30][CH:31]=1)[CH2:27]Br, predict the reaction product. The product is: [Cl:15][CH:4]([CH2:5][C:6]1[CH:11]=[C:10]([Br:12])[C:9]([O:13][CH2:27][C:26]2[CH:29]=[CH:30][CH:31]=[C:24]([Br:23])[CH:25]=2)=[C:8]([Br:14])[CH:7]=1)[C:3]([OH:2])=[O:16]. (2) Given the reactants N(C(OC(C)C)=O)=NC(OC(C)C)=O.[OH:15][C:16]1[CH:21]=[CH:20][C:19]([CH2:22][CH:23]([C:30]2[CH:35]=[CH:34][CH:33]=[CH:32][N:31]=2)[CH2:24][C:25]([O:27][CH2:28][CH3:29])=[O:26])=[CH:18][CH:17]=1.[CH3:36][NH:37][C:38]1[N:43]=[C:42]([CH:44](O)[CH3:45])[CH:41]=[CH:40][CH:39]=1.C1(P(C2C=CC=CC=2)C2C=CC=CC=2)C=CC=CC=1, predict the reaction product. The product is: [CH3:36][NH:37][C:38]1[N:43]=[C:42]([CH2:44][CH2:45][O:15][C:16]2[CH:17]=[CH:18][C:19]([CH2:22][CH:23]([C:30]3[CH:35]=[CH:34][CH:33]=[CH:32][N:31]=3)[CH2:24][C:25]([O:27][CH2:28][CH3:29])=[O:26])=[CH:20][CH:21]=2)[CH:41]=[CH:40][CH:39]=1. (3) Given the reactants [NH:1]1[C:9]2[C:4](=[CH:5][CH:6]=[CH:7][CH:8]=2)[CH:3]=[CH:2]1.[B:10]1([B:10]2[O:14][C:13]([CH3:16])([CH3:15])[C:12]([CH3:18])([CH3:17])[O:11]2)[O:14][C:13]([CH3:16])([CH3:15])[C:12]([CH3:18])([CH3:17])[O:11]1, predict the reaction product. The product is: [CH3:17][C:12]1([CH3:18])[C:13]([CH3:16])([CH3:15])[O:14][B:10]([C:2]2[NH:1][C:9]3[C:4]([CH:3]=2)=[CH:5][CH:6]=[CH:7][CH:8]=3)[O:11]1. (4) Given the reactants [F:1][C:2]([F:25])([F:24])[C:3]1[CH:8]=[CH:7][CH:6]=[CH:5][C:4]=1[CH2:9][NH:10][CH:11]1[CH2:16][CH2:15][N:14]([C:17]([O:19][C:20]([CH3:23])([CH3:22])[CH3:21])=[O:18])[CH2:13][CH2:12]1.[CH:26]1([CH:29]=O)[CH2:28][CH2:27]1.[Na].[OH-].[Na+], predict the reaction product. The product is: [F:25][C:2]([F:24])([F:1])[C:3]1[CH:8]=[CH:7][CH:6]=[CH:5][C:4]=1[CH2:9][N:10]([CH2:29][CH:26]1[CH2:28][CH2:27]1)[CH:11]1[CH2:12][CH2:13][N:14]([C:17]([O:19][C:20]([CH3:22])([CH3:21])[CH3:23])=[O:18])[CH2:15][CH2:16]1.